This data is from Forward reaction prediction with 1.9M reactions from USPTO patents (1976-2016). The task is: Predict the product of the given reaction. (1) Given the reactants Cl[C:2]1[CH:6]=[C:5]([Cl:7])[S:4][C:3]=1[CH:8]=[O:9].[Na+].[C:11]1([S:17]([O-:19])=[O:18])[CH:16]=[CH:15][CH:14]=[CH:13][CH:12]=1, predict the reaction product. The product is: [C:11]1([S:17]([C:2]2[CH:6]=[C:5]([Cl:7])[S:4][C:3]=2[CH:8]=[O:9])(=[O:19])=[O:18])[CH:16]=[CH:15][CH:14]=[CH:13][CH:12]=1. (2) Given the reactants Br[CH2:2][C:3]([NH2:5])=[O:4].[CH3:6][CH:7]1[CH2:11][CH2:10][CH2:9][N:8]1[CH2:12][CH2:13][CH2:14][O:15][C:16]1[CH:21]=[CH:20][C:19]([C:22]2[S:23][C:24]3[CH2:30][CH2:29][NH:28][CH2:27][CH2:26][C:25]=3[N:31]=2)=[CH:18][CH:17]=1.C(N(C(C)C)CC)(C)C.C(=O)([O-])[O-].[K+].[K+], predict the reaction product. The product is: [CH3:6][CH:7]1[CH2:11][CH2:10][CH2:9][N:8]1[CH2:12][CH2:13][CH2:14][O:15][C:16]1[CH:17]=[CH:18][C:19]([C:22]2[S:23][C:24]3[CH2:30][CH2:29][N:28]([CH2:2][C:3]([NH2:5])=[O:4])[CH2:27][CH2:26][C:25]=3[N:31]=2)=[CH:20][CH:21]=1.